This data is from Full USPTO retrosynthesis dataset with 1.9M reactions from patents (1976-2016). The task is: Predict the reactants needed to synthesize the given product. (1) Given the product [CH3:6][C@H:7]([CH2:8][O:9][CH:10]1[CH2:15][CH2:14][CH2:13][CH2:12][O:11]1)[CH2:16][C:17]#[C:18][CH:19]([OH:21])[CH3:20], predict the reactants needed to synthesize it. The reactants are: [Li]CCCC.[CH3:6][C@@H:7]([CH2:16][C:17]#[CH:18])[CH2:8][O:9][CH:10]1[CH2:15][CH2:14][CH2:13][CH2:12][O:11]1.[CH:19](=[O:21])[CH3:20].[NH4+].[Cl-]. (2) Given the product [CH:1]1[CH:10]=[N:9][C:8]2[C:3](=[C:4]([N+:12]([O-:14])=[O:13])[CH:5]=[CH:6][C:7]=2[OH:11])[CH:2]=1.[BrH:15], predict the reactants needed to synthesize it. The reactants are: [CH:1]1[CH:10]=[N:9][C:8]2[C:3](=[C:4]([N+:12]([O-:14])=[O:13])[CH:5]=[CH:6][C:7]=2[OH:11])[CH:2]=1.[BrH:15].